From a dataset of Full USPTO retrosynthesis dataset with 1.9M reactions from patents (1976-2016). Predict the reactants needed to synthesize the given product. (1) Given the product [OH:10][CH2:1][CH2:2][O:3][CH2:4][CH2:5][O:6][CH2:7][CH2:8][O:9][C:12]1[C:20]([N+:21]([O-:23])=[O:22])=[CH:19][CH:18]=[CH:17][C:13]=1[C:14]([OH:16])=[O:15], predict the reactants needed to synthesize it. The reactants are: [CH2:1]([OH:10])[CH2:2][O:3][CH2:4][CH2:5][O:6][CH2:7][CH2:8][OH:9].F[C:12]1[C:20]([N+:21]([O-:23])=[O:22])=[CH:19][CH:18]=[CH:17][C:13]=1[C:14]([OH:16])=[O:15].C(=O)([O-])[O-].[Cs+].[Cs+].Cl. (2) Given the product [Si:5]([O:6][CH:7]([C:10]1[CH:15]=[CH:14][CH:13]=[C:12]([Cl:16])[CH:11]=1)/[CH:8]=[N:25]/[S:23]([C:20]([CH3:22])([CH3:21])[CH3:19])=[O:24])([C:1]([CH3:4])([CH3:3])[CH3:2])([CH3:18])[CH3:17], predict the reactants needed to synthesize it. The reactants are: [C:1]([Si:5]([CH3:18])([CH3:17])[O:6][CH:7]([C:10]1[CH:15]=[CH:14][CH:13]=[C:12]([Cl:16])[CH:11]=1)[CH:8]=O)([CH3:4])([CH3:3])[CH3:2].[CH3:19][C:20]([S:23]([NH2:25])=[O:24])([CH3:22])[CH3:21]. (3) Given the product [CH:18]([C:17]1[N:14]=[C:13]([N:10]2[CH2:9][CH2:8][CH:7]([C@H:5]3[CH2:6][C@H:4]3[CH2:3][CH2:2][OH:1])[CH2:12][CH2:11]2)[O:15][N:16]=1)([CH3:20])[CH3:19], predict the reactants needed to synthesize it. The reactants are: [OH:1][CH2:2][CH2:3][C@@H:4]1[CH2:6][C@@H:5]1[CH:7]1[CH2:12][CH2:11][N:10]([C:13]#[N:14])[CH2:9][CH2:8]1.[OH:15][NH:16][C:17](=N)[CH:18]([CH3:20])[CH3:19].CC1C=CC(S(O)(=O)=O)=CC=1. (4) Given the product [CH2:39]([CH:7]1[CH2:6][CH:5]([C:32]([OH:34])=[O:33])[C:4]2[C:9](=[CH:10][C:11]([O:12][C:13]3[CH:18]=[CH:17][C:16]([C:19](=[O:31])[NH:20][CH2:21][CH2:22][C:23]4[C:28]([Cl:29])=[CH:27][C:26]([Cl:30])=[CH:25][N:24]=4)=[CH:15][CH:14]=3)=[C:2]([Cl:1])[CH:3]=2)[O:8]1)[CH3:40], predict the reactants needed to synthesize it. The reactants are: [Cl:1][C:2]1[CH:3]=[C:4]2[C:9](=[CH:10][C:11]=1[O:12][C:13]1[CH:18]=[CH:17][C:16]([C:19](=[O:31])[NH:20][CH2:21][CH2:22][C:23]3[C:28]([Cl:29])=[CH:27][C:26]([Cl:30])=[CH:25][N:24]=3)=[CH:15][CH:14]=1)[O:8][CH2:7][CH2:6][CH:5]2[C:32]([O:34]CC)=[O:33].[OH-].[Na+].[CH2:39](O)[CH3:40]. (5) Given the product [CH:23]1([NH:22][C:18]2[N:17]=[CH:16][N:15]=[C:14]3[C:19]=2[N:20]=[CH:21][N:13]3[C@H:5]2[C@H:6]([OH:7])[C@H:10]([OH:9])[C@@H:3]([C:1]#[CH:2])[O:4]2)[CH2:24][CH2:25][CH2:26][CH2:27]1, predict the reactants needed to synthesize it. The reactants are: [C:1]([C@@H:3]1[C@@H:10]2[C@@H:6]([O:7]C(C)(C)[O:9]2)[C@H:5]([N:13]2[CH:21]=[N:20][C:19]3[C:14]2=[N:15][CH:16]=[N:17][C:18]=3[NH:22][CH:23]2[CH2:27][CH2:26][CH2:25][CH2:24]2)[O:4]1)#[CH:2]. (6) Given the product [C:17]([O:21][C:22]([N:24]([C@@H:26]1[CH2:30][CH2:29][N:28]([S:12]([C:7]2[C:6]3[C:5]([Cl:16])=[CH:4][N:3]=[C:2]([Cl:1])[C:11]=3[CH:10]=[CH:9][CH:8]=2)(=[O:14])=[O:13])[CH2:27]1)[CH3:25])=[O:23])([CH3:20])([CH3:18])[CH3:19].[OH:43][C:2]1[C:11]2[CH:10]=[CH:9][CH:8]=[C:7]([S:12]([N:58]3[CH2:59][CH2:60][C@@H:56]([NH:54][CH3:52])[CH2:57]3)(=[O:14])=[O:13])[C:6]=2[C:5]([Cl:16])=[CH:4][N:3]=1.[ClH:31], predict the reactants needed to synthesize it. The reactants are: [Cl:1][C:2]1[C:11]2[CH:10]=[CH:9][CH:8]=[C:7]([S:12](Cl)(=[O:14])=[O:13])[C:6]=2[C:5]([Cl:16])=[CH:4][N:3]=1.[C:17]([O:21][C:22]([N:24]([C@@H:26]1[CH2:30][CH2:29][NH:28][CH2:27]1)[CH3:25])=[O:23])([CH3:20])([CH3:19])[CH3:18].[Cl:31]C1C2C=CC=C(S(Cl)(=O)=[O:43])C=2C(Br)=CN=1.C(O[C:52]([N:54]([C@H:56]1[CH2:60][CH2:59][NH:58][CH2:57]1)C)=O)(C)(C)C. (7) Given the product [CH2:9]([CH:3]([C:2]([CH3:7])=[CH2:1])[C:4]([OH:6])=[O:5])[CH3:10], predict the reactants needed to synthesize it. The reactants are: [CH3:1][C:2]([CH3:7])=[CH:3][C:4]([OH:6])=[O:5].[Li+].[CH3:9][CH:10]([N-]C(C)C)C.C(I)C.Cl. (8) Given the product [CH2:9]([O:16][C:6]1[CH:5]=[CH:4][N:3]=[C:2]([Cl:1])[N:7]=1)[C:10]1[CH:15]=[CH:14][CH:13]=[CH:12][CH:11]=1, predict the reactants needed to synthesize it. The reactants are: [Cl:1][C:2]1[N:7]=[C:6](Cl)[CH:5]=[CH:4][N:3]=1.[CH2:9]([OH:16])[C:10]1[CH:15]=[CH:14][CH:13]=[CH:12][CH:11]=1.[OH-].[K+]. (9) The reactants are: [F:1][C:2]1[CH:12]=[CH:11][C:5]([O:6][CH2:7][C:8]([OH:10])=O)=[CH:4][CH:3]=1.C(Cl)(=O)C(Cl)=O.[CH2:19]([C@H:26]1[CH2:30][O:29][C:28](=[O:31])[NH:27]1)[C:20]1[CH:25]=[CH:24][CH:23]=[CH:22][CH:21]=1.C([Li])CCC. Given the product [CH2:19]([C@H:26]1[CH2:30][O:29][C:28](=[O:31])[N:27]1[C:8](=[O:10])[CH2:7][O:6][C:5]1[CH:4]=[CH:3][C:2]([F:1])=[CH:12][CH:11]=1)[C:20]1[CH:21]=[CH:22][CH:23]=[CH:24][CH:25]=1, predict the reactants needed to synthesize it.